Task: Predict which catalyst facilitates the given reaction.. Dataset: Catalyst prediction with 721,799 reactions and 888 catalyst types from USPTO (1) Reactant: [Cl:1]N1C(=O)CCC1=O.[NH:9]1[CH:13]=[C:12]([C:14]([O:16][CH3:17])=[O:15])[N:11]=[CH:10]1. Product: [Cl:1][C:13]1[N:9]=[CH:10][NH:11][C:12]=1[C:14]([O:16][CH3:17])=[O:15]. The catalyst class is: 23. (2) Reactant: [F:1][C:2]1[CH:24]=[C:23]([F:25])[CH:22]=[CH:21][C:3]=1[CH2:4][N:5]1[C:9]([CH2:10][CH2:11][C:12]([O:14]CC)=[O:13])=[CH:8][C:7]([O:17][CH:18]([CH3:20])[CH3:19])=[N:6]1.[OH-].[Na+].O1CCCC1.Cl. Product: [F:1][C:2]1[CH:24]=[C:23]([F:25])[CH:22]=[CH:21][C:3]=1[CH2:4][N:5]1[C:9]([CH2:10][CH2:11][C:12]([OH:14])=[O:13])=[CH:8][C:7]([O:17][CH:18]([CH3:19])[CH3:20])=[N:6]1. The catalyst class is: 8. (3) Reactant: C([Li])CCC.C(NC(C)C)(C)C.[Cl:13][C:14]1[C:19]([Cl:20])=[CH:18][N:17]=[C:16]([O:21][CH3:22])[CH:15]=1.[CH3:23][O:24][C:25]1[C:32]([O:33][CH3:34])=[C:31]([O:35][CH3:36])[CH:30]=[C:29]([CH3:37])[C:26]=1[CH:27]=[O:28]. Product: [CH3:23][O:24][C:25]1[C:32]([O:33][CH3:34])=[C:31]([O:35][CH3:36])[CH:30]=[C:29]([CH3:37])[C:26]=1[CH:27]([C:15]1[C:16]([O:21][CH3:22])=[N:17][CH:18]=[C:19]([Cl:20])[C:14]=1[Cl:13])[OH:28]. The catalyst class is: 30. (4) Reactant: [Cl-].O[NH3+:3].[C:4](=[O:7])([O-])[OH:5].[Na+].CS(C)=O.[CH2:13]([C:17]1[N:22]2[N:23]=[CH:24][CH:25]=[C:21]2[N:20]([C@H:26]2[CH2:31][CH2:30][C@H:29]([O:32][CH2:33][CH:34]([OH:36])[CH3:35])[CH2:28][CH2:27]2)[C:19](=[O:37])[C:18]=1[CH2:38][C:39]1[CH:44]=[CH:43][C:42]([C:45]2[C:46]([C:51]#[N:52])=[CH:47][CH:48]=[CH:49][CH:50]=2)=[CH:41][CH:40]=1)[CH2:14][CH2:15][CH3:16]. Product: [CH2:13]([C:17]1[N:22]2[N:23]=[CH:24][CH:25]=[C:21]2[N:20]([C@H:26]2[CH2:31][CH2:30][C@H:29]([O:32][CH2:33][CH:34]([OH:36])[CH3:35])[CH2:28][CH2:27]2)[C:19](=[O:37])[C:18]=1[CH2:38][C:39]1[CH:40]=[CH:41][C:42]([C:45]2[CH:50]=[CH:49][CH:48]=[CH:47][C:46]=2[C:51]2[NH:3][C:4](=[O:7])[O:5][N:52]=2)=[CH:43][CH:44]=1)[CH2:14][CH2:15][CH3:16]. The catalyst class is: 13. (5) Reactant: [OH:1][C:2]1[CH:7]=[CH:6][C:5]([C:8]([C:10]2[NH:14][C:13](=[O:15])[NH:12][C:11]=2[CH3:16])=[O:9])=[CH:4][CH:3]=1.[H-].[Na+].[H][H].Br[CH2:22][C:23]([O:25][CH2:26][CH3:27])=[O:24]. Product: [CH3:16][C:11]1[NH:12][C:13](=[O:15])[NH:14][C:10]=1[C:8]([C:5]1[CH:4]=[CH:3][C:2]([O:1][CH2:22][C:23]([O:25][CH2:26][CH3:27])=[O:24])=[CH:7][CH:6]=1)=[O:9]. The catalyst class is: 9. (6) Reactant: [C:1]([C:3]1[CH:4]=[C:5]([CH2:9][CH2:10][NH:11]C(=O)OC(C)(C)C)[CH:6]=[CH:7][CH:8]=1)#[N:2].C(O)(C(F)(F)F)=O. Product: [NH2:11][CH2:10][CH2:9][C:5]1[CH:4]=[C:3]([CH:8]=[CH:7][CH:6]=1)[C:1]#[N:2]. The catalyst class is: 2. (7) The catalyst class is: 95. Reactant: I([O-])(=O)(=O)=O.[Na+].C([O-])(=O)C.[NH4+].[CH3:12][O:13][CH2:14][N:15]1[C:19]2[CH:20]=[CH:21][C:22]([B:24]3[O:28]C(C)(C)C(C)(C)[O:25]3)=[CH:23][C:18]=2[S:17][C:16]1=[O:33]. Product: [CH3:12][O:13][CH2:14][N:15]1[C:19]2[CH:20]=[CH:21][C:22]([B:24]([OH:28])[OH:25])=[CH:23][C:18]=2[S:17][C:16]1=[O:33]. (8) Reactant: Cl[C:2]1[N:12]=[C:11]2[C:5]([N:6]([CH3:19])[C:7](=[O:18])[CH2:8][CH2:9][N:10]2[CH2:13][CH2:14][N:15]([CH3:17])[CH3:16])=[CH:4][N:3]=1.[NH2:20][C:21]1[CH:36]=[CH:35][C:24]([C:25]([NH:27][CH:28]2[CH2:33][CH2:32]N(C)[CH2:30][CH2:29]2)=[O:26])=[CH:23][C:22]=1[O:37][CH3:38].O.[C:40]1(C)C=CC(S(O)(=O)=O)=CC=1.CO. Product: [CH:28]1([NH:27][C:25](=[O:26])[C:24]2[CH:35]=[CH:36][C:21]([NH:20][C:2]3[N:12]=[C:11]4[C:5]([N:6]([CH3:19])[C:7](=[O:18])[CH2:8][CH2:9][N:10]4[CH2:13][CH2:14][N:15]([CH3:17])[CH3:16])=[CH:4][N:3]=3)=[C:22]([O:37][CH3:38])[CH:23]=2)[CH2:29][CH2:30][CH2:40][CH2:32][CH2:33]1. The catalyst class is: 41.